Dataset: Forward reaction prediction with 1.9M reactions from USPTO patents (1976-2016). Task: Predict the product of the given reaction. (1) Given the reactants [C:1]([O:5][C:6]([NH:8][CH:9]([C:11]([OH:13])=O)[CH3:10])=[O:7])([CH3:4])([CH3:3])[CH3:2].C(N(CC)CC)C.C(Cl)(=O)OCC(C)C.[NH2:29][C:30]1[CH:39]=[CH:38][C:33]([C:34]([O:36][CH3:37])=[O:35])=[CH:32][C:31]=1[S:40][CH2:41][CH2:42][C:43]([O:45][CH2:46][CH:47]([CH2:52][CH3:53])[CH2:48][CH2:49][CH2:50][CH3:51])=[O:44], predict the reaction product. The product is: [C:1]([O:5][C:6]([NH:8][C@H:9]([C:11]([NH:29][C:30]1[CH:39]=[CH:38][C:33]([C:34]([O:36][CH3:37])=[O:35])=[CH:32][C:31]=1[S:40][CH2:41][CH2:42][C:43]([O:45][CH2:46][CH:47]([CH2:52][CH3:53])[CH2:48][CH2:49][CH2:50][CH3:51])=[O:44])=[O:13])[CH3:10])=[O:7])([CH3:2])([CH3:3])[CH3:4]. (2) Given the reactants [F:1][C:2]1[CH:3]=[C:4]2[C:9](=[CH:10][CH:11]=1)[N:8]=[C:7]([NH:12][C:13](=[O:17])OCC)[C:6]([O:18][CH3:19])=[N:5]2.[CH3:20][C:21]1[CH:26]=[CH:25][CH:24]=[CH:23][C:22]=1[N:27]1[CH2:32][CH2:31][NH:30][CH2:29][CH2:28]1, predict the reaction product. The product is: [F:1][C:2]1[CH:3]=[C:4]2[C:9](=[CH:10][CH:11]=1)[N:8]=[C:7]([NH:12][C:13]([N:30]1[CH2:31][CH2:32][N:27]([C:22]3[CH:23]=[CH:24][CH:25]=[CH:26][C:21]=3[CH3:20])[CH2:28][CH2:29]1)=[O:17])[C:6]([O:18][CH3:19])=[N:5]2.